This data is from Catalyst prediction with 721,799 reactions and 888 catalyst types from USPTO. The task is: Predict which catalyst facilitates the given reaction. Reactant: [N:1]1([S:7]([C:10]2[CH:11]=[C:12]([CH:16]=[CH:17][CH:18]=2)[C:13](O)=[O:14])(=[O:9])=[O:8])[CH2:6][CH2:5][CH2:4][CH2:3][CH2:2]1. Product: [N:1]1([S:7]([C:10]2[CH:11]=[C:12]([CH2:13][OH:14])[CH:16]=[CH:17][CH:18]=2)(=[O:9])=[O:8])[CH2:2][CH2:3][CH2:4][CH2:5][CH2:6]1. The catalyst class is: 1.